This data is from Full USPTO retrosynthesis dataset with 1.9M reactions from patents (1976-2016). The task is: Predict the reactants needed to synthesize the given product. (1) The reactants are: [CH2:1]([O:3][C:4](=[O:20])[CH:5]([O:17][CH2:18][CH3:19])[CH2:6][C:7]1[CH:8]=[C:9]2[C:13](=[CH:14][CH:15]=1)[NH:12][C:11]([CH3:16])=[CH:10]2)[CH3:2].Cl[CH2:22][C:23]1[N:24]=[C:25]([C:29]2[CH:34]=[CH:33][C:32]([CH:35]([CH3:37])[CH3:36])=[CH:31][CH:30]=2)[O:26][C:27]=1[CH3:28]. Given the product [CH2:1]([O:3][C:4](=[O:20])[CH:5]([O:17][CH2:18][CH3:19])[CH2:6][C:7]1[CH:8]=[C:9]2[C:13](=[CH:14][CH:15]=1)[N:12]([CH2:22][C:23]1[N:24]=[C:25]([C:29]3[CH:30]=[CH:31][C:32]([CH:35]([CH3:37])[CH3:36])=[CH:33][CH:34]=3)[O:26][C:27]=1[CH3:28])[C:11]([CH3:16])=[CH:10]2)[CH3:2], predict the reactants needed to synthesize it. (2) Given the product [O:38]=[C:35]1[N:4]([CH:9]([C:11]2[CH:16]=[CH:15][CH:14]=[CH:13][CH:12]=2)[CH3:10])[N:5]=[CH:6][C:7]([C:30]2[CH:31]=[CH:32][CH:33]=[CH:26][C:27]=2[C:28]#[N:29])=[C:2]1[C:3]1[CH:6]=[CH:7][CH:2]=[CH:3][C:43]=1[C:42]#[N:44], predict the reactants needed to synthesize it. The reactants are: Cl[C:2]1[C:3](=O)[N:4]([CH:9]([C:11]2[CH:16]=[CH:15][CH:14]=[CH:13][CH:12]=2)[CH3:10])[N:5]=[CH:6][C:7]=1Cl.CC1(C)C(C)(C)OB([C:26]2[CH:33]=[CH:32][CH:31]=[CH:30][C:27]=2[C:28]#[N:29])O1.[C:35]([O-:38])([O-])=O.[Na+].[Na+].O.[C:42](#[N:44])[CH3:43]. (3) Given the product [CH2:1]([O:3][C:4](=[O:27])[CH2:5][C:6]1[CH:7]=[C:8]([C:13]2[CH:18]=[CH:17][C:16]([C:19]([F:20])([F:22])[F:21])=[CH:15][C:14]=2[CH2:23][N:24]([C:31]([CH:28]2[CH2:30][CH2:29]2)=[O:32])[CH2:25][CH3:26])[CH:9]=[C:10]([Cl:12])[CH:11]=1)[CH3:2], predict the reactants needed to synthesize it. The reactants are: [CH2:1]([O:3][C:4](=[O:27])[CH2:5][C:6]1[CH:7]=[C:8]([C:13]2[CH:18]=[CH:17][C:16]([C:19]([F:22])([F:21])[F:20])=[CH:15][C:14]=2[CH2:23][NH:24][CH2:25][CH3:26])[CH:9]=[C:10]([Cl:12])[CH:11]=1)[CH3:2].[CH:28]1([C:31](Cl)=[O:32])[CH2:30][CH2:29]1. (4) Given the product [CH3:18][O:17][C:15]([C:11]1[CH:12]=[CH:13][C:14]2[C:6]3[C:5](=[O:19])[NH:4][CH:3]=[C:2]([C:20]#[N:21])[C:7]=3[NH:8][C:9]=2[CH:10]=1)=[O:16], predict the reactants needed to synthesize it. The reactants are: Br[C:2]1[C:7]2[NH:8][C:9]3[CH:10]=[C:11]([C:15]([O:17][CH3:18])=[O:16])[CH:12]=[CH:13][C:14]=3[C:6]=2[C:5](=[O:19])[NH:4][CH:3]=1.[CH3:20][N:21]1CCCC1=O. (5) The reactants are: [C:1]([O:5][C:6]([NH:8][C@H:9]([CH2:21][C:22]1[CH:27]=[C:26]([F:28])[C:25]([F:29])=[CH:24][C:23]=1[F:30])[CH2:10][C:11]([N:13]1[CH2:17][CH2:16][S:15][C@H:14]1[C:18]([OH:20])=O)=[O:12])=[O:7])([CH3:4])([CH3:3])[CH3:2].[NH2:31][CH2:32][C:33]1[CH:48]=[CH:47][C:36]([O:37][C@@H:38]([CH:44]([CH3:46])[CH3:45])[C:39]([O:41][CH2:42][CH3:43])=[O:40])=[CH:35][CH:34]=1.Cl.C(Cl)CCl. Given the product [C:1]([O:5][C:6]([NH:8][C@H:9]([CH2:21][C:22]1[CH:27]=[C:26]([F:28])[C:25]([F:29])=[CH:24][C:23]=1[F:30])[CH2:10][C:11]([N:13]1[CH2:17][CH2:16][S:15][C@H:14]1[C:18]([NH:31][CH2:32][C:33]1[CH:48]=[CH:47][C:36]([O:37][C@@H:38]([CH:44]([CH3:45])[CH3:46])[C:39]([O:41][CH2:42][CH3:43])=[O:40])=[CH:35][CH:34]=1)=[O:20])=[O:12])=[O:7])([CH3:3])([CH3:4])[CH3:2], predict the reactants needed to synthesize it. (6) Given the product [NH2:1][CH2:4][C@@H:5]1[C@H:9]2[O:10][C:11]([CH3:14])([CH3:13])[O:12][C@H:8]2[C@H:7]([N:15]2[C:19]3[N:20]=[CH:21][N:22]=[C:23]([NH2:24])[C:18]=3[CH:17]=[CH:16]2)[CH2:6]1, predict the reactants needed to synthesize it. The reactants are: [N:1]([CH2:4][C@@H:5]1[C@H:9]2[O:10][C:11]([CH3:14])([CH3:13])[O:12][C@H:8]2[C@H:7]([N:15]2[C:19]3[N:20]=[CH:21][N:22]=[C:23]([N:24]=[N+]=[N-])[C:18]=3[CH:17]=[CH:16]2)[CH2:6]1)=[N+]=[N-].CP(C)C.O. (7) Given the product [ClH:1].[CH2:47]([N:25]([CH2:23][CH3:24])[CH2:26][CH2:27][NH:28][C:29]([C:31]1[C:44]2[NH:43][C:42]3[C:37](=[CH:38][CH:39]=[CH:40][CH:41]=3)[C:36](=[O:45])[C:35]=2[CH:34]=[C:33]([I:46])[CH:32]=1)=[O:30])[CH3:48], predict the reactants needed to synthesize it. The reactants are: [ClH:1].C(N(CC)CCNC(C1C=CC2C(=CC=C(I)C=2)C=1)=O)C.[CH2:23]([N:25]([CH2:47][CH3:48])[CH2:26][CH2:27][NH:28][C:29]([C:31]1[C:44]2[NH:43][C:42]3[C:37](=[CH:38][CH:39]=[CH:40][CH:41]=3)[C:36](=[O:45])[C:35]=2[CH:34]=[C:33]([I:46])[CH:32]=1)=[O:30])[CH3:24].[K+].[Br-]. (8) Given the product [NH2:24][C:20]1[N:19]=[C:18]2[N:17]([CH3:25])[N:16]=[C:15]([C:13]3[CH:14]=[C:9]([Cl:8])[CH:10]=[C:11]([Br:28])[C:12]=3[OH:26])[C:23]2=[CH:22][N:21]=1, predict the reactants needed to synthesize it. The reactants are: FC(F)(F)C(O)=O.[Cl:8][C:9]1[CH:10]=[CH:11][C:12]([O:26]C)=[C:13]([C:15]2[C:23]3[CH2:22][NH:21][C:20]([NH2:24])=[N:19][C:18]=3[N:17]([CH3:25])[N:16]=2)[CH:14]=1.[BrH:28]. (9) Given the product [Br:6][C:7]1[CH:8]=[C:9]([CH2:14][C:1]([CH3:2])=[O:4])[CH:10]=[CH:11][C:12]=1[OH:13], predict the reactants needed to synthesize it. The reactants are: [C:1]([O-:4])(=O)[CH3:2].[Na+].[Br:6][C:7]1[CH:8]=[C:9]([CH2:14]C(O)=O)[CH:10]=[CH:11][C:12]=1[OH:13].[OH-].[Na+].Cl. (10) The reactants are: Br[CH2:2][C:3]([C:5]1[CH:10]=[CH:9][CH:8]=[C:7]([CH3:11])[CH:6]=1)=[O:4].[S-:12][C:13]#[N:14].[K+].O. Given the product [CH3:11][C:7]1[CH:6]=[C:5]([C:3](=[O:4])[CH2:2][S:12][C:13]#[N:14])[CH:10]=[CH:9][CH:8]=1, predict the reactants needed to synthesize it.